Task: Predict the reaction yield, written as a fraction of the theoretical maximum amount of product (1.0 means a 100% yield; for example, 0.34 means a 34% yield).. Dataset: Reaction yield outcomes from USPTO patents with 853,638 reactions The reactants are O[C:2]1([C:10]2[CH:11]=[C:12]3[C:17](=[CH:18][CH:19]=2)[CH:16]=[C:15]([C:20]([NH:22][CH3:23])=[O:21])[CH:14]=[CH:13]3)[C:9]2[N:5]([CH:6]=[N:7][CH:8]=2)[CH2:4][CH2:3]1.C([OH:26])C. No catalyst specified. The product is [OH:26][C:8]1[N:7]=[CH:6][N:5]2[CH2:4][CH2:3][C@@H:2]([C:10]3[CH:11]=[C:12]4[C:17](=[CH:18][CH:19]=3)[CH:16]=[C:15]([C:20]([NH:22][CH3:23])=[O:21])[CH:14]=[CH:13]4)[C:9]=12. The yield is 0.250.